From a dataset of Reaction yield outcomes from USPTO patents with 853,638 reactions. Predict the reaction yield, written as a fraction of the theoretical maximum amount of product (1.0 means a 100% yield; for example, 0.34 means a 34% yield). The reactants are C([O-])=O.[NH4+].C1(C[O:12][C:13]2[CH:14]=[C:15]3[C:19](=[CH:20][CH:21]=2)[N:18]([C:22]([O:24][C:25]([CH3:28])([CH3:27])[CH3:26])=[O:23])[C:17]([C:29]([O:31][CH2:32][CH3:33])=[O:30])=[CH:16]3)C=CC=CC=1. The catalyst is C(O)C.[Pd]. The product is [OH:12][C:13]1[CH:14]=[C:15]2[C:19](=[CH:20][CH:21]=1)[N:18]([C:22]([O:24][C:25]([CH3:26])([CH3:27])[CH3:28])=[O:23])[C:17]([C:29]([O:31][CH2:32][CH3:33])=[O:30])=[CH:16]2. The yield is 0.960.